Dataset: Forward reaction prediction with 1.9M reactions from USPTO patents (1976-2016). Task: Predict the product of the given reaction. (1) Given the reactants [NH2:1][C:2]1[CH:3]=[CH:4][C:5]([Cl:25])=[C:6]([NH:8][S:9]([C:12]2[CH:17]=[CH:16][C:15]([C:18]3[O:19][C:20]([CH3:23])=[CH:21][CH:22]=3)=[C:14]([F:24])[CH:13]=2)(=[O:11])=[O:10])[CH:7]=1.[CH3:26][C:27]([O:30][C:31]([NH:33][C:34]([CH3:39])([C:36](O)=[O:37])[CH3:35])=[O:32])([CH3:29])[CH3:28].C(N(CC)C(C)C)(C)C.CN(C(ON1N=NC2C=CC=CC1=2)=[N+](C)C)C.F[P-](F)(F)(F)(F)F, predict the reaction product. The product is: [Cl:25][C:5]1[CH:4]=[CH:3][C:2]([NH:1][C:36](=[O:37])[C:34]([NH:33][C:31](=[O:32])[O:30][C:27]([CH3:29])([CH3:28])[CH3:26])([CH3:39])[CH3:35])=[CH:7][C:6]=1[NH:8][S:9]([C:12]1[CH:17]=[CH:16][C:15]([C:18]2[O:19][C:20]([CH3:23])=[CH:21][CH:22]=2)=[C:14]([F:24])[CH:13]=1)(=[O:11])=[O:10]. (2) Given the reactants [Cl:1][C:2]1[CH:22]=[CH:21][C:5]([C:6]([N:8]2[CH2:12][CH:11]([OH:13])[CH:10]([N:14]3[CH2:19][CH2:18][NH:17][CH2:16][C:15]3=[O:20])[CH2:9]2)=[O:7])=[CH:4][CH:3]=1.CCN(C(C)C)C(C)C.[Cl:32][C:33]1[CH:41]=[CH:40][C:36]([C:37](Cl)=[O:38])=[CH:35][CH:34]=1, predict the reaction product. The product is: [Cl:32][C:33]1[CH:41]=[CH:40][C:36]([C:37]([N:17]2[CH2:18][CH2:19][N:14]([CH:10]3[CH:11]([OH:13])[CH2:12][N:8]([C:6](=[O:7])[C:5]4[CH:21]=[CH:22][C:2]([Cl:1])=[CH:3][CH:4]=4)[CH2:9]3)[C:15](=[O:20])[CH2:16]2)=[O:38])=[CH:35][CH:34]=1.